This data is from Forward reaction prediction with 1.9M reactions from USPTO patents (1976-2016). The task is: Predict the product of the given reaction. Given the reactants F[C:2]1[CH:7]=[CH:6][C:5]([CH:8](OS(C)(=O)=O)[C:9]2[O:10][CH:11]=[CH:12][N:13]=2)=[CH:4][CH:3]=1.[F:19][C:20]1[CH:21]=[C:22]([NH:32][C:33]([CH:35]2[CH2:39][CH2:38][CH2:37][CH2:36]2)=[O:34])[CH:23]=[CH:24][C:25]=1[N:26]1[CH2:31][CH2:30][NH:29][CH2:28][CH2:27]1, predict the reaction product. The product is: [F:19][C:20]1[CH:21]=[C:22]([NH:32][C:33]([CH:35]2[CH2:36][CH2:37][CH2:38][CH2:39]2)=[O:34])[CH:23]=[CH:24][C:25]=1[N:26]1[CH2:31][CH2:30][N:29]([CH:8]([C:9]2[O:10][CH:11]=[CH:12][N:13]=2)[C:5]2[CH:6]=[CH:7][CH:2]=[CH:3][CH:4]=2)[CH2:28][CH2:27]1.